The task is: Regression. Given a peptide amino acid sequence and an MHC pseudo amino acid sequence, predict their binding affinity value. This is MHC class II binding data.. This data is from Peptide-MHC class II binding affinity with 134,281 pairs from IEDB. (1) The peptide sequence is YFVAILDYLNHMAKE. The MHC is HLA-DPA10201-DPB11401 with pseudo-sequence HLA-DPA10201-DPB11401. The binding affinity (normalized) is 0.0741. (2) The binding affinity (normalized) is 0. The peptide sequence is IQHVSVNNLNVGRSPEEILR. The MHC is DRB1_1301 with pseudo-sequence DRB1_1301. (3) The peptide sequence is RGWGNGCGLFGKGSI. The MHC is DRB1_0405 with pseudo-sequence DRB1_0405. The binding affinity (normalized) is 0. (4) The binding affinity (normalized) is 0.948. The peptide sequence is EKKYFMATQFEPLAA. The MHC is HLA-DPA10103-DPB10601 with pseudo-sequence HLA-DPA10103-DPB10601. (5) The peptide sequence is LVGPTPVNVIGRNLLTQIGC. The MHC is HLA-DPA10201-DPB10101 with pseudo-sequence HLA-DPA10201-DPB10101. The binding affinity (normalized) is 0.176. (6) The peptide sequence is ASLFLHLVGIPTHRH. The MHC is DRB1_0405 with pseudo-sequence DRB1_0405. The binding affinity (normalized) is 0.914. (7) The peptide sequence is CDKKCIEWEKAQ. The MHC is DRB1_0401 with pseudo-sequence DRB1_0401. The binding affinity (normalized) is 0.166. (8) The peptide sequence is DYHWLRTVRTTKESL. The MHC is DRB1_0802 with pseudo-sequence DRB1_0802. The binding affinity (normalized) is 0.532.